Dataset: Full USPTO retrosynthesis dataset with 1.9M reactions from patents (1976-2016). Task: Predict the reactants needed to synthesize the given product. (1) Given the product [CH:19]1([C:22]([C:23]2[C:24]([CH3:25])=[N:1][C:2]3[S:10][C:5]4[CH2:6][O:7][CH2:8][CH2:9][C:4]=4[C:3]=3[C:11]=2[C:13]2[CH:18]=[CH:17][CH:16]=[CH:15][CH:14]=2)=[O:27])[CH2:21][CH2:20]1, predict the reactants needed to synthesize it. The reactants are: [NH2:1][C:2]1[S:10][C:5]2[CH2:6][O:7][CH2:8][CH2:9][C:4]=2[C:3]=1[C:11]([C:13]1[CH:18]=[CH:17][CH:16]=[CH:15][CH:14]=1)=O.[CH:19]1([C:22](=[O:27])[CH2:23][C:24](=O)[CH3:25])[CH2:21][CH2:20]1. (2) Given the product [F:11][CH:12]([F:22])[O:13][C:14]1[CH:15]=[C:16]([C:20]2[O:1][N:2]=[C:3]([C:4]3[CH:5]=[N:6][CH:7]=[N:8][CH:9]=3)[CH:21]=2)[CH:17]=[CH:18][CH:19]=1, predict the reactants needed to synthesize it. The reactants are: [OH:1][N:2]=[C:3](Cl)[C:4]1[CH:5]=[N:6][CH:7]=[N:8][CH:9]=1.[F:11][CH:12]([F:22])[O:13][C:14]1[CH:19]=[CH:18][CH:17]=[C:16]([C:20]#[CH:21])[CH:15]=1.N. (3) Given the product [C:1]([N:5]1[C:9]([CH2:10][CH2:11][CH2:12][N:27]2[CH2:26][CH2:25][N:24]([C:19]3[CH:20]=[CH:21][CH:22]=[CH:23][C:18]=3[F:17])[CH2:29][CH2:28]2)=[CH:8][C:7]([CH2:14][CH2:15][CH3:16])=[N:6]1)([CH3:4])([CH3:3])[CH3:2], predict the reactants needed to synthesize it. The reactants are: [C:1]([N:5]1[C:9]([CH2:10][CH2:11][CH:12]=O)=[CH:8][C:7]([CH2:14][CH2:15][CH3:16])=[N:6]1)([CH3:4])([CH3:3])[CH3:2].[F:17][C:18]1[CH:23]=[CH:22][CH:21]=[CH:20][C:19]=1[N:24]1[CH2:29][CH2:28][NH:27][CH2:26][CH2:25]1.CCN(C(C)C)C(C)C.[BH-](OC(C)=O)(OC(C)=O)OC(C)=O.[Na+]. (4) Given the product [CH3:12][CH2:13][CH:5]([OH:6])[C:4]1[CH:7]=[CH:8][CH:9]=[CH:2][CH:3]=1, predict the reactants needed to synthesize it. The reactants are: C[C:2]1[CH:3]=[C:4]([CH:7]=[CH:8][C:9]=1OC)[CH:5]=[O:6].[CH2:12]([Mg]Br)[CH3:13].